From a dataset of Full USPTO retrosynthesis dataset with 1.9M reactions from patents (1976-2016). Predict the reactants needed to synthesize the given product. Given the product [C:1]1([C:7]2[CH:15]=[C:11]([C:12]([O:14][CH2:17][CH3:18])=[O:13])[C:10]([OH:16])=[CH:9][CH:8]=2)[CH:2]=[CH:3][CH:4]=[CH:5][CH:6]=1, predict the reactants needed to synthesize it. The reactants are: [C:1]1([C:7]2[CH:15]=[C:11]([C:12]([OH:14])=[O:13])[C:10]([OH:16])=[CH:9][CH:8]=2)[CH:6]=[CH:5][CH:4]=[CH:3][CH:2]=1.[CH2:17](O)[CH3:18].S(=O)(=O)(O)O.Cl.C(OCC)(=O)C.